This data is from NCI-60 drug combinations with 297,098 pairs across 59 cell lines. The task is: Regression. Given two drug SMILES strings and cell line genomic features, predict the synergy score measuring deviation from expected non-interaction effect. (1) Drug 1: CCC1(CC2CC(C3=C(CCN(C2)C1)C4=CC=CC=C4N3)(C5=C(C=C6C(=C5)C78CCN9C7C(C=CC9)(C(C(C8N6C=O)(C(=O)OC)O)OC(=O)C)CC)OC)C(=O)OC)O.OS(=O)(=O)O. Drug 2: CC1=C(N=C(N=C1N)C(CC(=O)N)NCC(C(=O)N)N)C(=O)NC(C(C2=CN=CN2)OC3C(C(C(C(O3)CO)O)O)OC4C(C(C(C(O4)CO)O)OC(=O)N)O)C(=O)NC(C)C(C(C)C(=O)NC(C(C)O)C(=O)NCCC5=NC(=CS5)C6=NC(=CS6)C(=O)NCCC[S+](C)C)O. Cell line: HCC-2998. Synergy scores: CSS=19.2, Synergy_ZIP=-6.48, Synergy_Bliss=-8.06, Synergy_Loewe=-4.65, Synergy_HSA=-3.28. (2) Drug 1: C1=CC=C(C=C1)NC(=O)CCCCCCC(=O)NO. Drug 2: B(C(CC(C)C)NC(=O)C(CC1=CC=CC=C1)NC(=O)C2=NC=CN=C2)(O)O. Cell line: SF-268. Synergy scores: CSS=8.10, Synergy_ZIP=-0.616, Synergy_Bliss=-1.17, Synergy_Loewe=-22.3, Synergy_HSA=-1.47. (3) Drug 1: C1=NC2=C(N1)C(=S)N=CN2. Drug 2: CC(C)NC(=O)C1=CC=C(C=C1)CNNC.Cl. Cell line: M14. Synergy scores: CSS=27.1, Synergy_ZIP=4.28, Synergy_Bliss=5.64, Synergy_Loewe=-27.4, Synergy_HSA=4.55. (4) Drug 1: CC12CCC3C(C1CCC2O)C(CC4=C3C=CC(=C4)O)CCCCCCCCCS(=O)CCCC(C(F)(F)F)(F)F. Drug 2: C1=NC2=C(N1)C(=S)N=CN2. Cell line: HOP-62. Synergy scores: CSS=32.5, Synergy_ZIP=-1.93, Synergy_Bliss=-4.69, Synergy_Loewe=-19.5, Synergy_HSA=-1.98. (5) Drug 1: C1=CC(=CC=C1CCC2=CNC3=C2C(=O)NC(=N3)N)C(=O)NC(CCC(=O)O)C(=O)O. Drug 2: CC1=C(N=C(N=C1N)C(CC(=O)N)NCC(C(=O)N)N)C(=O)NC(C(C2=CN=CN2)OC3C(C(C(C(O3)CO)O)O)OC4C(C(C(C(O4)CO)O)OC(=O)N)O)C(=O)NC(C)C(C(C)C(=O)NC(C(C)O)C(=O)NCCC5=NC(=CS5)C6=NC(=CS6)C(=O)NCCC[S+](C)C)O. Cell line: U251. Synergy scores: CSS=41.3, Synergy_ZIP=1.55, Synergy_Bliss=1.73, Synergy_Loewe=-1.93, Synergy_HSA=3.50. (6) Synergy scores: CSS=4.37, Synergy_ZIP=1.77, Synergy_Bliss=9.66, Synergy_Loewe=0.896, Synergy_HSA=0.876. Cell line: SF-295. Drug 2: CC1=C(C=C(C=C1)C(=O)NC2=CC(=CC(=C2)C(F)(F)F)N3C=C(N=C3)C)NC4=NC=CC(=N4)C5=CN=CC=C5. Drug 1: C1=NC2=C(N1)C(=S)N=CN2. (7) Drug 2: CN1C2=C(C=C(C=C2)N(CCCl)CCCl)N=C1CCCC(=O)O.Cl. Drug 1: C1CN1P(=S)(N2CC2)N3CC3. Cell line: MOLT-4. Synergy scores: CSS=35.4, Synergy_ZIP=-1.67, Synergy_Bliss=-4.18, Synergy_Loewe=-41.8, Synergy_HSA=-5.30. (8) Drug 1: C1=C(C(=O)NC(=O)N1)F. Drug 2: CNC(=O)C1=NC=CC(=C1)OC2=CC=C(C=C2)NC(=O)NC3=CC(=C(C=C3)Cl)C(F)(F)F. Cell line: SNB-75. Synergy scores: CSS=23.1, Synergy_ZIP=-8.79, Synergy_Bliss=-1.74, Synergy_Loewe=-1.21, Synergy_HSA=-0.831.